This data is from Catalyst prediction with 721,799 reactions and 888 catalyst types from USPTO. The task is: Predict which catalyst facilitates the given reaction. (1) Reactant: [H-].[Na+].[CH3:3][CH:4]([OH:8])[CH2:5][CH:6]=[CH2:7].Br[CH2:10][CH:11]=[CH2:12]. Product: [CH2:12]([O:8][CH:4]([CH3:3])[CH2:5][CH:6]=[CH2:7])[CH:11]=[CH2:10]. The catalyst class is: 9. (2) The catalyst class is: 16. Reactant: [NH:1]1[C:5]2[CH:6]=[CH:7][CH:8]=[CH:9][C:4]=2[N:3]=[C:2]1[C:10]([C:12]1[CH:17]=[CH:16][C:15]([OH:18])=[CH:14][CH:13]=1)=[O:11].F[C:20]1[C:25]([CH:26]2[CH2:31][CH2:30][N:29]([CH2:32][CH2:33][F:34])[CH2:28][CH2:27]2)=[N:24][CH:23]=[CH:22][N:21]=1.C(=O)([O-])[O-].[Cs+].[Cs+]. Product: [NH:1]1[C:5]2[CH:6]=[CH:7][CH:8]=[CH:9][C:4]=2[N:3]=[C:2]1[C:10]([C:12]1[CH:17]=[CH:16][C:15]([O:18][C:20]2[C:25]([CH:26]3[CH2:27][CH2:28][N:29]([CH2:32][CH2:33][F:34])[CH2:30][CH2:31]3)=[N:24][CH:23]=[CH:22][N:21]=2)=[CH:14][CH:13]=1)=[O:11]. (3) The catalyst class is: 3. Reactant: [H-].[Na+].[C:3]12([C:13]3[CH:18]=[C:17]([Br:19])[CH:16]=[CH:15][C:14]=3[OH:20])[CH2:12][CH:7]3[CH2:8][CH:9]([CH2:11][CH:5]([CH2:6]3)[CH2:4]1)[CH2:10]2.[CH3:21][O:22][CH2:23][CH2:24][O:25][CH2:26]Cl.O. Product: [C:3]12([C:13]3[CH:18]=[C:17]([Br:19])[CH:16]=[CH:15][C:14]=3[O:20][CH2:21][O:22][CH2:23][CH2:24][O:25][CH3:26])[CH2:4][CH:5]3[CH2:11][CH:9]([CH2:8][CH:7]([CH2:6]3)[CH2:12]1)[CH2:10]2. (4) The catalyst class is: 3. Reactant: Cl.Cl.[NH2:3][CH2:4][C:5]1[CH:10]=[CH:9][N:8]=[C:7]([N:11]2[C:15](=[O:16])[C:14]([C:17]3[CH:18]=[N:19][CH:20]=[CH:21][CH:22]=3)=[CH:13][NH:12]2)[CH:6]=1.[CH3:23][S:24]([Cl:27])(=[O:26])=[O:25].C(N(CC)C(C)C)(C)C. Product: [ClH:27].[O:16]=[C:15]1[N:11]([C:7]2[CH:6]=[C:5]([CH2:4][NH:3][S:24]([CH3:23])(=[O:26])=[O:25])[CH:10]=[CH:9][N:8]=2)[NH:12][CH:13]=[C:14]1[C:17]1[CH:18]=[N:19][CH:20]=[CH:21][CH:22]=1. (5) Reactant: C([O:5][C:6](=[O:46])[CH2:7][O:8][C:9]1[CH:10]=[C:11]([C:24](=[O:45])[CH2:25][N:26]([CH3:44])[C:27](=[O:43])/[CH:28]=[CH:29]/[CH:30]2[CH2:35][CH2:34][N:33](C(OC(C)(C)C)=O)[CH2:32][CH2:31]2)[CH:12]=[CH:13][C:14]=1[O:15][CH2:16][C:17](=[O:23])[O:18]C(C)(C)C)(C)(C)C.[ClH:47]. Product: [ClH:47].[CH3:44][N:26]([CH2:25][C:24]([C:11]1[CH:12]=[CH:13][C:14]([O:15][CH2:16][C:17]([OH:23])=[O:18])=[C:9]([O:8][CH2:7][C:6]([OH:46])=[O:5])[CH:10]=1)=[O:45])[C:27](=[O:43])/[CH:28]=[CH:29]/[CH:30]1[CH2:35][CH2:34][NH:33][CH2:32][CH2:31]1. The catalyst class is: 12. (6) Reactant: Cl.[CH2:2]([N:11]1[CH:15]=[C:14](/[CH:16]=[CH:17]/[C:18]([NH:20][C:21]2[CH:26]=[CH:25][C:24]([F:27])=[CH:23][C:22]=2[NH:28]C(=O)OC(C)(C)C)=[O:19])[CH:13]=[N:12]1)[CH:3]=[CH:4][C:5]1[CH:10]=[CH:9][CH:8]=[CH:7][CH:6]=1. Product: [NH2:28][C:22]1[CH:23]=[C:24]([F:27])[CH:25]=[CH:26][C:21]=1[NH:20][C:18](=[O:19])/[CH:17]=[CH:16]/[C:14]1[CH:13]=[N:12][N:11]([CH2:2][CH:3]=[CH:4][C:5]2[CH:6]=[CH:7][CH:8]=[CH:9][CH:10]=2)[CH:15]=1. The catalyst class is: 12. (7) The catalyst class is: 1. Product: [CH3:1][N:2]1[C:6]([NH:7][C:8]([O:10][C@@H:11]([C:13]2[CH:14]=[CH:15][CH:16]=[CH:17][CH:18]=2)[CH3:12])=[O:9])=[C:5]([C:19]2[CH:24]=[CH:23][C:22]([C:25]3[CH:26]=[CH:27][C:28]([CH2:31][C:32]([OH:34])=[O:33])=[CH:29][CH:30]=3)=[CH:21][CH:20]=2)[CH:4]=[N:3]1. Reactant: [CH3:1][N:2]1[C:6]([NH:7][C:8]([O:10][C@@H:11]([C:13]2[CH:18]=[CH:17][CH:16]=[CH:15][CH:14]=2)[CH3:12])=[O:9])=[C:5]([C:19]2[CH:24]=[CH:23][C:22]([C:25]3[CH:30]=[CH:29][C:28]([CH2:31][C:32]([O:34]CC)=[O:33])=[CH:27][CH:26]=3)=[CH:21][CH:20]=2)[CH:4]=[N:3]1.[OH-].[Li+].CO.